From a dataset of Forward reaction prediction with 1.9M reactions from USPTO patents (1976-2016). Predict the product of the given reaction. (1) Given the reactants [Cl:1][C:2]1[CH:3]=[CH:4][C:5]([OH:10])=[C:6]([CH:9]=1)[CH:7]=[O:8].Cl[CH2:12][N:13]1[C:17]2[CH:18]=[CH:19][CH:20]=[CH:21][C:16]=2[N:15]=[N:14]1.C([O-])([O-])=O.[K+].[K+], predict the reaction product. The product is: [N:13]1([CH2:12][O:10][C:5]2[CH:4]=[CH:3][C:2]([Cl:1])=[CH:9][C:6]=2[CH:7]=[O:8])[C:17]2[CH:18]=[CH:19][CH:20]=[CH:21][C:16]=2[N:15]=[N:14]1. (2) Given the reactants [Br:1][C:2]1[CH:3]=[C:4]([CH:8]=[CH:9][CH:10]=1)[C:5]([OH:7])=O.[NH2:11][C@@H:12]([CH2:25][CH:26]1[CH2:31][CH2:30][CH2:29][CH2:28][CH2:27]1)[CH2:13][N:14]([CH3:24])[C:15](=[O:23])[O:16][CH2:17][CH2:18][Si:19]([CH3:22])([CH3:21])[CH3:20].C(Cl)CCl.CCN(C(C)C)C(C)C, predict the reaction product. The product is: [Br:1][C:2]1[CH:3]=[C:4]([CH:8]=[CH:9][CH:10]=1)[C:5]([NH:11][C@@H:12]([CH2:25][CH:26]1[CH2:27][CH2:28][CH2:29][CH2:30][CH2:31]1)[CH2:13][N:14]([CH3:24])[C:15](=[O:23])[O:16][CH2:17][CH2:18][Si:19]([CH3:21])([CH3:22])[CH3:20])=[O:7]. (3) Given the reactants C([Li])CCC.CCCCCC.[F:12][C:13]1[CH:21]=[C:20]2[C:16]([CH:17]=[CH:18][NH:19]2)=[CH:15][CH:14]=1.[CH:22]([Si:25](Cl)([CH:29]([CH3:31])[CH3:30])[CH:26]([CH3:28])[CH3:27])([CH3:24])[CH3:23], predict the reaction product. The product is: [F:12][C:13]1[CH:21]=[C:20]2[C:16]([CH:17]=[CH:18][N:19]2[Si:25]([CH:29]([CH3:31])[CH3:30])([CH:26]([CH3:28])[CH3:27])[CH:22]([CH3:24])[CH3:23])=[CH:15][CH:14]=1. (4) Given the reactants [Cl:1][C:2]1[CH:3]=[CH:4][C:5]2[N:11]3[C:12]([C:15]([F:18])([F:17])[F:16])=[N:13][N:14]=[C:10]3[CH:9]([CH2:19][CH2:20][C:21]3[O:22][C:23]([CH2:26][CH2:27][C:28]([O:30][CH3:31])=[O:29])=[CH:24][N:25]=3)[S:8][CH:7]([C:32]3[CH:37]=[CH:36][CH:35]=[C:34]([O:38][CH3:39])[C:33]=3[O:40][CH3:41])[C:6]=2[CH:42]=1, predict the reaction product. The product is: [Cl:1][C:2]1[CH:3]=[CH:4][C:5]2[N:11]3[C:12]([C:15]([F:16])([F:17])[F:18])=[N:13][N:14]=[C:10]3[C@@H:9]([CH2:19][CH2:20][C:21]3[O:22][C:23]([CH2:26][CH2:27][C:28]([O:30][CH3:31])=[O:29])=[CH:24][N:25]=3)[S:8][C@H:7]([C:32]3[CH:37]=[CH:36][CH:35]=[C:34]([O:38][CH3:39])[C:33]=3[O:40][CH3:41])[C:6]=2[CH:42]=1. (5) Given the reactants [CH3:1][O:2][C:3]([CH:5]1[C:18]2[CH:17]=[CH:16][CH:15]=[CH:14][C:13]=2[O:12][C:11]2[C:6]1=[CH:7][CH:8]=[CH:9][CH:10]=2)=[O:4].CC(C)([O-:22])C.[K+].O=O.Cl, predict the reaction product. The product is: [OH:22][C:5]1([C:3]([O:2][CH3:1])=[O:4])[C:6]2[CH:7]=[CH:8][CH:9]=[CH:10][C:11]=2[O:12][C:13]2[C:18]1=[CH:17][CH:16]=[CH:15][CH:14]=2. (6) Given the reactants [Br:1][C:2]1[CH:3]=[C:4]([F:15])[C:5]([C:13]#[N:14])=[C:6]([NH:8][CH2:9][C:10]([NH2:12])=[O:11])[CH:7]=1.CC[O-].[Na+], predict the reaction product. The product is: [NH2:14][C:13]1[C:5]2[C:6](=[CH:7][C:2]([Br:1])=[CH:3][C:4]=2[F:15])[NH:8][C:9]=1[C:10]([NH2:12])=[O:11].